This data is from Peptide-MHC class I binding affinity with 185,985 pairs from IEDB/IMGT. The task is: Regression. Given a peptide amino acid sequence and an MHC pseudo amino acid sequence, predict their binding affinity value. This is MHC class I binding data. (1) The peptide sequence is FYHLPLHPAA. The MHC is Patr-A0901 with pseudo-sequence Patr-A0901. The binding affinity (normalized) is 0.552. (2) The peptide sequence is RTTWSIHAKH. The MHC is Mamu-A02 with pseudo-sequence Mamu-A02. The binding affinity (normalized) is 0.648. (3) The binding affinity (normalized) is 0. The peptide sequence is MTIREFPRK. The MHC is HLA-B54:01 with pseudo-sequence HLA-B54:01.